Task: Predict the product of the given reaction.. Dataset: Forward reaction prediction with 1.9M reactions from USPTO patents (1976-2016) Given the reactants C(OC([NH:8]/[C:9](/[NH:18][C:19]1[CH:24]=[CH:23][C:22]([N:25]2[CH2:35][CH2:34][CH2:33][C@@H:26]2[C:27]([NH:29][CH:30]2[CH2:32][CH2:31]2)=[O:28])=[CH:21][CH:20]=1)=[N:10]/C(OC(C)(C)C)=O)=O)(C)(C)C.C(Cl)Cl.C(O)(C(F)(F)F)=O, predict the reaction product. The product is: [CH:30]1([NH:29][C:27]([C@H:26]2[CH2:33][CH2:34][CH2:35][N:25]2[C:22]2[CH:21]=[CH:20][C:19]([NH:18][C:9]([NH2:10])=[NH:8])=[CH:24][CH:23]=2)=[O:28])[CH2:32][CH2:31]1.